This data is from Catalyst prediction with 721,799 reactions and 888 catalyst types from USPTO. The task is: Predict which catalyst facilitates the given reaction. (1) Reactant: [C:1]([C:3]1[CH:8]=[CH:7][C:6]([CH:9]([CH3:13])[C:10]([OH:12])=O)=[CH:5][C:4]=1[O:14][CH3:15])#[N:2].[N:16]1([C:21]2[C:26]([CH2:27][NH2:28])=[CH:25][CH:24]=[C:23]([C:29]([F:32])([F:31])[F:30])[N:22]=2)[CH2:20][CH2:19][CH2:18][CH2:17]1.CN(C)CCCN=C=NCC.ON1C2C=CC=CC=2N=N1.C(N(CC)CC)C. Product: [C:1]([C:3]1[CH:8]=[CH:7][C:6]([CH:9]([CH3:13])[C:10]([NH:28][CH2:27][C:26]2[C:21]([N:16]3[CH2:20][CH2:19][CH2:18][CH2:17]3)=[N:22][C:23]([C:29]([F:32])([F:30])[F:31])=[CH:24][CH:25]=2)=[O:12])=[CH:5][C:4]=1[O:14][CH3:15])#[N:2]. The catalyst class is: 115. (2) Reactant: [CH2:1]([O:3][C:4](=[O:34])[CH2:5][C:6]1[CH:7]=[N:8][CH:9]=[C:10]([C:12]2[CH:17]=[CH:16][C:15]([C:18]#[N:19])=[CH:14][C:13]=2[CH2:20][N:21]([CH2:27][C:28]2[CH:33]=[CH:32][CH:31]=[CH:30][CH:29]=2)[C:22]([CH:24]2[CH2:26][CH2:25]2)=[O:23])[CH:11]=1)[CH3:2].C([Sn](=O)CCCC)CCC.[N:45]([Si](C)(C)C)=[N+:46]=[N-:47]. Product: [CH2:1]([O:3][C:4](=[O:34])[CH2:5][C:6]1[CH:7]=[N:8][CH:9]=[C:10]([C:12]2[CH:17]=[CH:16][C:15]([C:18]3[N:45]=[N:46][NH:47][N:19]=3)=[CH:14][C:13]=2[CH2:20][N:21]([CH2:27][C:28]2[CH:29]=[CH:30][CH:31]=[CH:32][CH:33]=2)[C:22]([CH:24]2[CH2:26][CH2:25]2)=[O:23])[CH:11]=1)[CH3:2].[CH2:27]([N:21]([CH2:20][C:13]1[CH:14]=[C:15]([C:18]2[N:45]=[N:46][NH:47][N:19]=2)[CH:16]=[CH:17][C:12]=1[C:10]1[CH:11]=[C:6]([CH2:5][C:4]([OH:3])=[O:34])[CH:7]=[N:8][CH:9]=1)[C:22]([CH:24]1[CH2:25][CH2:26]1)=[O:23])[C:28]1[CH:33]=[CH:32][CH:31]=[CH:30][CH:29]=1. The catalyst class is: 11. (3) Reactant: [F:1][C:2]1[CH:3]=[C:4]([NH:25][C:26]([C:28]2[C:29](=[O:41])[N:30]([C:35]3[CH:40]=[CH:39][CH:38]=[CH:37][CH:36]=3)[N:31]([CH3:34])[C:32]=2[CH3:33])=[O:27])[CH:5]=[CH:6][C:7]=1[O:8][C:9]1[C:18]2[C:13](=[CH:14][C:15]([O:19][CH2:20][C:21]3([OH:24])[CH2:23][CH2:22]3)=[CH:16][CH:17]=2)[N:12]=[CH:11][CH:10]=1.[C:42]([NH:49][CH2:50][C:51](O)=[O:52])([O:44][C:45]([CH3:48])([CH3:47])[CH3:46])=[O:43].C1CCC(N=C=NC2CCCCC2)CC1. Product: [C:45]([O:44][C:42]([NH:49][CH2:50][C:51]([O:24][C:21]1([CH2:20][O:19][C:15]2[CH:14]=[C:13]3[C:18]([C:9]([O:8][C:7]4[CH:6]=[CH:5][C:4]([NH:25][C:26]([C:28]5[C:29](=[O:41])[N:30]([C:35]6[CH:36]=[CH:37][CH:38]=[CH:39][CH:40]=6)[N:31]([CH3:34])[C:32]=5[CH3:33])=[O:27])=[CH:3][C:2]=4[F:1])=[CH:10][CH:11]=[N:12]3)=[CH:17][CH:16]=2)[CH2:22][CH2:23]1)=[O:52])=[O:43])([CH3:48])([CH3:47])[CH3:46]. The catalyst class is: 166. (4) Reactant: [H-].C([Al+]CC(C)C)C(C)C.C1(C2C=CC(C([O:23][C@@H:24]3[CH2:32][C@@H:27]4[O:28][C:29](=[O:31])[CH2:30][C@@H:26]4[C@H:25]3[CH2:33][CH2:34][C@@H:35]([O:44][CH:45]3[CH2:50][CH2:49][CH2:48][CH2:47][O:46]3)[CH2:36][CH2:37][C:38]3[CH:43]=[CH:42][CH:41]=[CH:40][CH:39]=3)=O)=CC=2)C=CC=CC=1.CC(C)=O.C(=O)=O.CO. Product: [OH:23][C@@H:24]1[CH2:32][C@@H:27]2[O:28][CH:29]([OH:31])[CH2:30][C@@H:26]2[C@H:25]1[CH2:33][CH2:34][C@@H:35]([O:44][CH:45]1[CH2:50][CH2:49][CH2:48][CH2:47][O:46]1)[CH2:36][CH2:37][C:38]1[CH:43]=[CH:42][CH:41]=[CH:40][CH:39]=1. The catalyst class is: 11. (5) Reactant: [CH2:1]([O:8][C:9]1[CH:16]=[CH:15][CH:14]=[C:13]([Br:17])[C:10]=1[CH:11]=O)[C:2]1[CH:7]=[CH:6][CH:5]=[CH:4][CH:3]=1.[C:18]([CH2:20][C:21]([OH:23])=[O:22])#[N:19].C([O-])(=O)C.[NH4+].N1C=CC=CC=1. Product: [CH2:1]([O:8][C:9]1[CH:16]=[CH:15][CH:14]=[C:13]([Br:17])[C:10]=1[CH:11]=[C:20]([C:18]#[N:19])[C:21]([OH:23])=[O:22])[C:2]1[CH:7]=[CH:6][CH:5]=[CH:4][CH:3]=1. The catalyst class is: 133. (6) Reactant: [C:1]([O:5][C:6]([NH:8][C:9]1[CH:10]=[C:11]2[N:17]([C:18](=[O:30])[C:19]3[C:24]([C:25]([F:28])([F:27])[F:26])=[CH:23][CH:22]=[CH:21][C:20]=3[Cl:29])[N:16]=[C:15]([C:31]3[CH:40]=[CH:39][C:34]([C:35]([O:37]C)=[O:36])=[CH:33][C:32]=3[F:41])[C:12]2=[N:13][CH:14]=1)=[O:7])([CH3:4])([CH3:3])[CH3:2].O[Li].O.Cl. Product: [C:1]([O:5][C:6]([NH:8][C:9]1[CH:10]=[C:11]2[N:17]([C:18](=[O:30])[C:19]3[C:24]([C:25]([F:28])([F:27])[F:26])=[CH:23][CH:22]=[CH:21][C:20]=3[Cl:29])[N:16]=[C:15]([C:31]3[CH:40]=[CH:39][C:34]([C:35]([OH:37])=[O:36])=[CH:33][C:32]=3[F:41])[C:12]2=[N:13][CH:14]=1)=[O:7])([CH3:4])([CH3:2])[CH3:3]. The catalyst class is: 20. (7) Reactant: Cl.[NH2:2][OH:3].[OH-].[K+].[CH2:6]([O:8][C@H:9]([CH2:15][C:16]1[CH:21]=[CH:20][C:19]([O:22][CH2:23][C@@H:24]([OH:33])[C:25]2[CH:30]=[CH:29][CH:28]=[C:27]([O:31][CH3:32])[CH:26]=2)=[CH:18][CH:17]=1)[C:10](OCC)=[O:11])[CH3:7].NO. Product: [CH2:6]([O:8][C@H:9]([CH2:15][C:16]1[CH:21]=[CH:20][C:19]([O:22][CH2:23][C@@H:24]([OH:33])[C:25]2[CH:30]=[CH:29][CH:28]=[C:27]([O:31][CH3:32])[CH:26]=2)=[CH:18][CH:17]=1)[C:10]([NH:2][OH:3])=[O:11])[CH3:7]. The catalyst class is: 5.